Dataset: Catalyst prediction with 721,799 reactions and 888 catalyst types from USPTO. Task: Predict which catalyst facilitates the given reaction. (1) Reactant: [CH2:1]([O:8][C:9]([N:11]1[CH2:16][CH:15]([O:17][CH2:18][C:19]2[CH:20]=[CH:21][C:22]3[O:27][CH2:26][CH2:25][N:24]([CH2:28][CH2:29][CH2:30][O:31][CH3:32])[C:23]=3[CH:33]=2)[CH:14]([C:34]2[CH:39]=[CH:38][C:37]([O:40][CH:41]3[CH2:45][CH2:44][N:43]([C:46]4[CH:51]=[CH:50][CH:49]=[C:48]([F:52])[CH:47]=4)[CH2:42]3)=[CH:36][CH:35]=2)[CH:13](OS(C)(=O)=O)[CH2:12]1)=[O:10])[C:2]1[CH:7]=[CH:6][CH:5]=[CH:4][CH:3]=1.[N-:58]=[N+:59]=[N-:60].[Na+]. Product: [CH2:1]([O:8][C:9]([N:11]1[CH2:16][CH:15]([O:17][CH2:18][C:19]2[CH:20]=[CH:21][C:22]3[O:27][CH2:26][CH2:25][N:24]([CH2:28][CH2:29][CH2:30][O:31][CH3:32])[C:23]=3[CH:33]=2)[CH:14]([C:34]2[CH:39]=[CH:38][C:37]([O:40][CH:41]3[CH2:45][CH2:44][N:43]([C:46]4[CH:51]=[CH:50][CH:49]=[C:48]([F:52])[CH:47]=4)[CH2:42]3)=[CH:36][CH:35]=2)[C@@H:13]([N:58]=[N+:59]=[N-:60])[CH2:12]1)=[O:10])[C:2]1[CH:7]=[CH:6][CH:5]=[CH:4][CH:3]=1. The catalyst class is: 9. (2) Reactant: C([O-])(=O)C.[Cs+].F[C:31](F)(F)[C:28]1[CH:29]=[CH:30][C:25](P([C:25]2[CH:30]=[CH:29][C:28]([C:31](F)(F)F)=[CH:27][CH:26]=2)[C:25]2[CH:30]=[CH:29][C:28]([C:31](F)(F)F)=[CH:27][CH:26]=2)=[CH:26][CH:27]=1.CN(C)C=O.[N:42]1[CH:43]=[N:44][N:45]2[CH:50]=[C:49]([C:51]3[O:55][C:54]([CH3:57])([CH3:56])[C:53](=[O:58])[CH:52]=3)[CH:48]=[CH:47][C:46]=12.IC1C=CC=C(C)C=1. Product: [N:42]1[CH:43]=[N:44][N:45]2[CH:50]=[C:49]([C:51]3[O:55][C:54]([CH3:56])([CH3:57])[C:53](=[O:58])[C:52]=3[C:30]3[CH:29]=[C:28]([CH3:31])[CH:27]=[CH:26][CH:25]=3)[CH:48]=[CH:47][C:46]=12. The catalyst class is: 167. (3) Product: [F:8][C:4]1[CH:5]=[CH:6][CH:7]=[C:2]([F:1])[C:3]=1[NH:9][C:10]([C:12]1[CH:16]=[CH:15][N:14]([CH2:17][C:18]2[CH:23]=[CH:22][CH:21]=[CH:20][C:19]=2[O:24][CH2:32][CH:33]([CH3:35])[CH3:34])[N:13]=1)=[O:11]. The catalyst class is: 3. Reactant: [F:1][C:2]1[CH:7]=[CH:6][CH:5]=[C:4]([F:8])[C:3]=1[NH:9][C:10]([C:12]1[CH:16]=[CH:15][N:14]([CH2:17][C:18]2[CH:23]=[CH:22][CH:21]=[CH:20][C:19]=2[OH:24])[N:13]=1)=[O:11].C(=O)([O-])[O-].[K+].[K+].Br[CH2:32][CH:33]([CH3:35])[CH3:34]. (4) Reactant: [O:1]1[CH2:5][CH2:4][CH2:3][C@H:2]1[C:6]([NH:8][C:9]1([C:15]([OH:17])=[O:16])[CH2:14][CH2:13][CH2:12][CH2:11][CH2:10]1)=O.Cl.C(N=C=NCCCN(C)C)C. Product: [O:1]1[CH2:5][CH2:4][CH2:3][C@H:2]1[C:6]1[O:17][C:15](=[O:16])[C:9]2([CH2:10][CH2:11][CH2:12][CH2:13][CH2:14]2)[N:8]=1. The catalyst class is: 2. (5) Reactant: [BH4-].[Na+].C[O:4][C:5]([C:7]1[O:11][CH2:10][N:9]([O:12][CH2:13][CH2:14][C:15]2[N:16]=[C:17]([C:21]3[CH:26]=[CH:25][CH:24]=[CH:23][CH:22]=3)[O:18][C:19]=2[CH3:20])[CH:8]=1)=O. Product: [CH3:20][C:19]1[O:18][C:17]([C:21]2[CH:26]=[CH:25][CH:24]=[CH:23][CH:22]=2)=[N:16][C:15]=1[CH2:14][CH2:13][O:12][N:9]1[CH:8]=[C:7]([CH2:5][OH:4])[O:11][CH2:10]1. The catalyst class is: 5. (6) Reactant: [O:1]1[CH:5]=[CH:4][CH:3]=[C:2]1[C:6]1[CH:19]=[C:9]2[N:10]=[C:11](S(C)(=O)=O)[N:12]=[C:13]([NH2:14])[N:8]2[N:7]=1.[NH:20]1[CH2:26][CH2:25][CH2:24][NH:23][CH2:22][CH2:21]1. Product: [N:20]1([C:11]2[N:12]=[C:13]([NH2:14])[N:8]3[N:7]=[C:6]([C:2]4[O:1][CH:5]=[CH:4][CH:3]=4)[CH:19]=[C:9]3[N:10]=2)[CH2:26][CH2:25][CH2:24][NH:23][CH2:22][CH2:21]1. The catalyst class is: 23. (7) Reactant: [CH3:1][O:2][C:3]([C:5]1[CH:6]=[C:7]2[C:11](=[CH:12][CH:13]=1)[NH:10][CH:9]=[C:8]2[C:14](=[O:25])[C:15]1[CH:20]=[CH:19][C:18]([C:21]([O:23][CH3:24])=[O:22])=[CH:17][CH:16]=1)=[O:4].[OH-].[K+].[CH2:28]([CH:30]1[O:32][CH2:31]1)Cl. Product: [CH3:1][O:2][C:3]([C:5]1[CH:6]=[C:7]2[C:11](=[CH:12][CH:13]=1)[N:10]([CH2:28][CH:30]1[CH2:31][O:32]1)[CH:9]=[C:8]2[C:14](=[O:25])[C:15]1[CH:20]=[CH:19][C:18]([C:21]([O:23][CH3:24])=[O:22])=[CH:17][CH:16]=1)=[O:4]. The catalyst class is: 689.